From a dataset of NCI-60 drug combinations with 297,098 pairs across 59 cell lines. Regression. Given two drug SMILES strings and cell line genomic features, predict the synergy score measuring deviation from expected non-interaction effect. Drug 1: C1CN1P(=S)(N2CC2)N3CC3. Drug 2: CN(C(=O)NC(C=O)C(C(C(CO)O)O)O)N=O. Cell line: NCI-H522. Synergy scores: CSS=16.9, Synergy_ZIP=-1.15, Synergy_Bliss=0.629, Synergy_Loewe=-14.0, Synergy_HSA=0.304.